From a dataset of Reaction yield outcomes from USPTO patents with 853,638 reactions. Predict the reaction yield, written as a fraction of the theoretical maximum amount of product (1.0 means a 100% yield; for example, 0.34 means a 34% yield). (1) The reactants are [CH3:1][CH:2]1[CH2:7][C:6](=[O:8])[CH:5]=[C:4]([C:9]2[CH:14]=[CH:13][N:12]=[CH:11][C:10]=2[N+:15]([O-:17])=[O:16])[CH2:3]1.[BH4-].[Na+]. The catalyst is CCO. The product is [CH3:1][C@@H:2]1[CH2:7][C@H:6]([OH:8])[CH:5]=[C:4]([C:9]2[CH:14]=[CH:13][N:12]=[CH:11][C:10]=2[N+:15]([O-:17])=[O:16])[CH2:3]1. The yield is 0.940. (2) The reactants are [Cl:1][C:2]1[C:11]([C:12](O)=[O:13])=[C:10]([NH:15][CH2:16][C:17]2[CH:22]=[CH:21][C:20]([O:23][CH2:24]C)=[C:19]([Cl:26])[CH:18]=2)[C:9]2[C:4](=[CH:5][CH:6]=[C:7]([C:27]#[N:28])[CH:8]=2)[N:3]=1.[F:29][C:30]1[C:35]([OH:36])=[C:34]([F:37])[C:33]([F:38])=[C:32]([F:39])[C:31]=1[F:40].C1CCC(N=C=NC2CCCCC2)CC1.CCOC(C)=O. The catalyst is CN(C=O)C.O1CCOCC1. The product is [Cl:1][C:2]1[C:11]([C:12]([O:36][C:35]2[C:30]([F:29])=[C:31]([F:40])[C:32]([F:39])=[C:33]([F:38])[C:34]=2[F:37])=[O:13])=[C:10]([NH:15][CH2:16][C:17]2[CH:22]=[CH:21][C:20]([O:23][CH3:24])=[C:19]([Cl:26])[CH:18]=2)[C:9]2[C:4](=[CH:5][CH:6]=[C:7]([C:27]#[N:28])[CH:8]=2)[N:3]=1. The yield is 0.560. (3) The reactants are C(OC([NH:8][C:9]1[CH2:10][C:11]([C:31](=[O:47])[N:32]([CH2:36][CH2:37][CH2:38][O:39][Si](C(C)(C)C)(C)C)[CH2:33][CH2:34][CH3:35])=[CH:12][C:13]2[CH:19]=[CH:18][C:17]([C:20]3[CH:30]=[CH:29][C:23]([C:24]([O:26][CH2:27][CH3:28])=[O:25])=[CH:22][CH:21]=3)=[CH:16][C:14]=2[N:15]=1)=O)(C)(C)C. The catalyst is ClCCl.C(O)(C(F)(F)F)=O. The product is [NH2:8][C:9]1[CH2:10][C:11]([C:31](=[O:47])[N:32]([CH2:36][CH2:37][CH2:38][OH:39])[CH2:33][CH2:34][CH3:35])=[CH:12][C:13]2[CH:19]=[CH:18][C:17]([C:20]3[CH:30]=[CH:29][C:23]([C:24]([O:26][CH2:27][CH3:28])=[O:25])=[CH:22][CH:21]=3)=[CH:16][C:14]=2[N:15]=1. The yield is 0.350. (4) The reactants are [Br:1][C:2]1[CH:3]=[C:4]2[C:9](=[CH:10][CH:11]=1)[N:8]=[CH:7][C:6]([N+:12]([O-])=O)=[C:5]2[C:15]([C:17]1[CH:22]=[CH:21][C:20]([C:23]([CH3:27])([CH3:26])[C:24]#[N:25])=[CH:19][CH:18]=1)=[O:16]. The catalyst is CC(O)=O.[Fe]. The product is [NH2:12][C:6]1[CH:7]=[N:8][C:9]2[C:4]([C:5]=1[C:15]([C:17]1[CH:18]=[CH:19][C:20]([C:23]([CH3:26])([CH3:27])[C:24]#[N:25])=[CH:21][CH:22]=1)=[O:16])=[CH:3][C:2]([Br:1])=[CH:11][CH:10]=2. The yield is 0.860. (5) The reactants are N([C:8]([O:10][CH2:11][CH3:12])=O)=N[C:8]([O:10][CH2:11][CH3:12])=O.C1C=CC(P(C2C=CC=CC=2)C2C=CC=CC=2)=CC=1.OC1[CH:41]=[CH:40][N:39]=[C:38]2[C:34]=1[CH:35]=[CH:36][NH:37]2.C(O)C. The catalyst is C1COCC1. The product is [CH2:11]([O:10][C:8]1[CH:41]=[CH:40][N:39]=[C:38]2[NH:37][CH:36]=[CH:35][C:34]=12)[CH3:12]. The yield is 0.800.